Regression. Given two drug SMILES strings and cell line genomic features, predict the synergy score measuring deviation from expected non-interaction effect. From a dataset of NCI-60 drug combinations with 297,098 pairs across 59 cell lines. (1) Drug 1: CCC1(CC2CC(C3=C(CCN(C2)C1)C4=CC=CC=C4N3)(C5=C(C=C6C(=C5)C78CCN9C7C(C=CC9)(C(C(C8N6C=O)(C(=O)OC)O)OC(=O)C)CC)OC)C(=O)OC)O.OS(=O)(=O)O. Drug 2: CC12CCC3C(C1CCC2O)C(CC4=C3C=CC(=C4)O)CCCCCCCCCS(=O)CCCC(C(F)(F)F)(F)F. Cell line: CAKI-1. Synergy scores: CSS=16.4, Synergy_ZIP=-8.70, Synergy_Bliss=0.686, Synergy_Loewe=-22.4, Synergy_HSA=-1.05. (2) Drug 1: CNC(=O)C1=CC=CC=C1SC2=CC3=C(C=C2)C(=NN3)C=CC4=CC=CC=N4. Synergy scores: CSS=7.09, Synergy_ZIP=-1.41, Synergy_Bliss=6.71, Synergy_Loewe=5.96, Synergy_HSA=5.23. Cell line: HS 578T. Drug 2: CC12CCC3C(C1CCC2O)C(CC4=C3C=CC(=C4)O)CCCCCCCCCS(=O)CCCC(C(F)(F)F)(F)F. (3) Drug 1: C1CCC(C1)C(CC#N)N2C=C(C=N2)C3=C4C=CNC4=NC=N3. Drug 2: C1=NC2=C(N=C(N=C2N1C3C(C(C(O3)CO)O)O)F)N. Cell line: NCI-H522. Synergy scores: CSS=12.2, Synergy_ZIP=-7.06, Synergy_Bliss=-5.86, Synergy_Loewe=-8.95, Synergy_HSA=-5.72. (4) Drug 1: CC1=C(C(CCC1)(C)C)C=CC(=CC=CC(=CC(=O)O)C)C. Drug 2: CCN(CC)CCCC(C)NC1=C2C=C(C=CC2=NC3=C1C=CC(=C3)Cl)OC. Cell line: EKVX. Synergy scores: CSS=16.1, Synergy_ZIP=-6.67, Synergy_Bliss=-2.83, Synergy_Loewe=-11.5, Synergy_HSA=-2.62. (5) Drug 1: COC1=C(C=C2C(=C1)N=CN=C2NC3=CC(=C(C=C3)F)Cl)OCCCN4CCOCC4. Drug 2: CC1CCC2CC(C(=CC=CC=CC(CC(C(=O)C(C(C(=CC(C(=O)CC(OC(=O)C3CCCCN3C(=O)C(=O)C1(O2)O)C(C)CC4CCC(C(C4)OC)OCCO)C)C)O)OC)C)C)C)OC. Cell line: NCI-H460. Synergy scores: CSS=23.6, Synergy_ZIP=-9.31, Synergy_Bliss=-7.36, Synergy_Loewe=2.24, Synergy_HSA=-2.23.